This data is from Full USPTO retrosynthesis dataset with 1.9M reactions from patents (1976-2016). The task is: Predict the reactants needed to synthesize the given product. (1) Given the product [F:42][C:2]([F:1])([F:41])[C:3]1[CH:4]=[C:5]([C@H:13]([N:15]([CH3:40])[C:16]([N:18]2[CH2:31][CH2:30][C@@:21]3([NH:25][CH2:24][CH2:23][C@@H:22]3[C:26]([O-:28])=[O:27])[CH2:20][C@@H:19]2[C:32]2[CH:37]=[CH:36][C:35]([F:38])=[CH:34][C:33]=2[CH3:39])=[O:17])[CH3:14])[CH:6]=[C:7]([C:9]([F:10])([F:11])[F:12])[CH:8]=1.[Li+:44], predict the reactants needed to synthesize it. The reactants are: [F:1][C:2]([F:42])([F:41])[C:3]1[CH:4]=[C:5]([C@H:13]([N:15]([CH3:40])[C:16]([N:18]2[CH2:31][CH2:30][C@@:21]3([NH:25][CH2:24][CH2:23][CH:22]3[C:26]([O:28]C)=[O:27])[CH2:20][C@@H:19]2[C:32]2[CH:37]=[CH:36][C:35]([F:38])=[CH:34][C:33]=2[CH3:39])=[O:17])[CH3:14])[CH:6]=[C:7]([C:9]([F:12])([F:11])[F:10])[CH:8]=1.O[Li:44].O.O1CCCC1. (2) Given the product [OH:1][C@H:2]([CH2:8][C:9](=[O:10])[O-:11])[CH2:3][N+:4]([CH3:7])([CH3:5])[CH3:6], predict the reactants needed to synthesize it. The reactants are: [OH:1][CH:2]([CH2:8][C:9](=[O:11])[O-:10])[CH2:3][N+:4]([CH3:7])([CH3:6])[CH3:5]. (3) Given the product [CH3:11][C:12]1([CH3:17])[C:2]2[CH:3]=[C:4]([CH:5]=[O:1])[CH:8]=[CH:9][C:10]=2[NH:15][C:14](=[O:16])[O:13]1, predict the reactants needed to synthesize it. The reactants are: [O:1]1[CH2:5][CH2:4][CH2:3][CH2:2]1.BrC1[CH:8]=[CH:9][C:10]2[NH:15][C:14](=[O:16])[O:13][C:12](C)([CH3:17])[C:11]=2C=1.CN(C)C=O. (4) Given the product [Cl:47][C:44]1[CH:45]=[CH:46][C:41]([N:39]2[C:38](=[O:48])[C:33]3=[CH:34][NH:35][C:36]4[CH:37]=[C:28]([N:27]5[CH2:21][CH2:20][N:19]([CH3:24])[CH2:15][CH2:14]5)[CH:29]=[CH:30][C:31]=4[C:32]3=[N:40]2)=[CH:42][CH:43]=1, predict the reactants needed to synthesize it. The reactants are: C1(N2C(=O)C3=CNC4[CH:14]=[C:15]([N:19]5[CH2:24]CN[CH2:21][CH2:20]5)C=CC=4C3=N2)C=CC=CC=1.[NH2:27][C:28]1[CH:29]=[CH:30][C:31]2[C:32]3[C:33]([C:38](=[O:48])[N:39]([C:41]4[CH:46]=[CH:45][C:44]([Cl:47])=[CH:43][CH:42]=4)[N:40]=3)=[CH:34][NH:35][C:36]=2[CH:37]=1.CN1CCNCC1. (5) Given the product [F:26][C:23]1[CH:24]=[C:25]2[C:20](=[CH:21][CH:22]=1)[N:19]=[C:18]([C:27]1[CH:32]=[CH:31][CH:30]=[CH:29][C:28]=1[OH:33])[N:17]=[C:16]2[N:1]1[CH2:5][CH2:4][C@@H:3]([NH:6][C:7](=[O:14])[O:8][C@H:9]2[CH2:13][CH2:12][O:11][CH2:10]2)[CH2:2]1, predict the reactants needed to synthesize it. The reactants are: [NH:1]1[CH2:5][CH2:4][C@@H:3]([NH:6][C:7](=[O:14])[O:8][C@H:9]2[CH2:13][CH2:12][O:11][CH2:10]2)[CH2:2]1.Cl[C:16]1[C:25]2[C:20](=[CH:21][CH:22]=[C:23]([F:26])[CH:24]=2)[N:19]=[C:18]([C:27]2[CH:32]=[CH:31][CH:30]=[CH:29][C:28]=2[OH:33])[N:17]=1.C(N(CC)CC)C. (6) The reactants are: [CH:1]([C:3]1[CH:15]=[CH:14][C:6]([C:7]([O:9][C:10]([CH3:13])([CH3:12])[CH3:11])=[O:8])=[CH:5][C:4]=1[OH:16])=O.C(=O)([O-])[O-].[K+].[K+].Br[CH2:24][C:25]([O:27][CH2:28][CH3:29])=[O:26]. Given the product [O:16]1[C:4]2[CH:5]=[C:6]([C:7]([O:9][C:10]([CH3:13])([CH3:12])[CH3:11])=[O:8])[CH:14]=[CH:15][C:3]=2[CH:1]=[C:24]1[C:25]([O:27][CH2:28][CH3:29])=[O:26], predict the reactants needed to synthesize it. (7) Given the product [C:1]([O:5][C:6]([C:8]1[CH:13]=[CH:12][C:11]([C:14]2[C:15]([C:29]([O:31][CH2:32][CH3:33])=[O:30])=[N:16][N:17]([C:23]3[CH:28]=[CH:27][C:26]([CH2:48][CH2:47][OH:46])=[CH:25][CH:24]=3)[C:18]=2[CH2:19][CH2:20][CH2:21][CH3:22])=[C:10]([C:34]([N:36]2[CH2:45][CH2:44][C:43]3[C:38](=[CH:39][CH:40]=[CH:41][CH:42]=3)[CH2:37]2)=[O:35])[CH:9]=1)=[O:7])([CH3:3])([CH3:4])[CH3:2], predict the reactants needed to synthesize it. The reactants are: [C:1]([O:5][C:6]([C:8]1[CH:13]=[CH:12][C:11]([C:14]2[C:15]([C:29]([O:31][CH2:32][CH3:33])=[O:30])=[N:16][N:17]([C:23]3[CH:28]=[CH:27][CH:26]=[CH:25][CH:24]=3)[C:18]=2[CH2:19][CH2:20][CH2:21][CH3:22])=[C:10]([C:34]([N:36]2[CH2:45][CH2:44][C:43]3[C:38](=[CH:39][CH:40]=[CH:41][CH:42]=3)[CH2:37]2)=[O:35])[CH:9]=1)=[O:7])([CH3:4])([CH3:3])[CH3:2].[OH:46][CH2:47][CH2:48]C1C=CC(N/N=C/C(OCC)=O)=CC=1.[N+](C(CCCC)=CC1C=CC(C(OC(C)(C)C)=O)=CC=1C(N1CCC2C(=CC=CC=2)C1)=O)([O-])=O.